This data is from Reaction yield outcomes from USPTO patents with 853,638 reactions. The task is: Predict the reaction yield, written as a fraction of the theoretical maximum amount of product (1.0 means a 100% yield; for example, 0.34 means a 34% yield). (1) The reactants are [Sn](Cl)Cl.[N+:4]([C:7]1[CH:15]=[C:14]2[C:10]([C:11]([C:24]3[N:28]([CH2:29][O:30][CH2:31][CH2:32][Si:33]([CH3:36])([CH3:35])[CH3:34])[C:27]4[CH:37]=[CH:38][CH:39]=[CH:40][C:26]=4[N:25]=3)=[N:12][N:13]2[CH2:16][O:17][CH2:18][CH2:19][Si:20]([CH3:23])([CH3:22])[CH3:21])=[CH:9][CH:8]=1)([O-])=O.C(=O)(O)[O-].[Na+]. The catalyst is CN(C=O)C.O. The product is [NH2:4][C:7]1[CH:15]=[C:14]2[C:10]([C:11]([C:24]3[N:28]([CH2:29][O:30][CH2:31][CH2:32][Si:33]([CH3:35])([CH3:34])[CH3:36])[C:27]4[CH:37]=[CH:38][CH:39]=[CH:40][C:26]=4[N:25]=3)=[N:12][N:13]2[CH2:16][O:17][CH2:18][CH2:19][Si:20]([CH3:23])([CH3:22])[CH3:21])=[CH:9][CH:8]=1. The yield is 0.890. (2) The reactants are Cl.C(OC([C:12]1[C:20]2[C:15](=[CH:16][CH:17]=[C:18](OC3CCNC3)[CH:19]=2)[NH:14][C:13]=1C)=O)C1C=CC=CC=1.CC(C)=O.C([BH3-])#[N:33].[Na+]. The catalyst is CO. The product is [NH:14]1[C:15]2[C:20](=[CH:19][CH:18]=[CH:17][CH:16]=2)[CH:12]=[C:13]1[NH2:33]. The yield is 0.640. (3) The reactants are [Cl:1][C:2]1[CH:3]=[C:4]([NH:14][C:15](=[O:20])[CH2:16][C:17](=O)[CH3:18])[CH:5]=[CH:6][C:7]=1[N:8]1[CH2:13][CH2:12][O:11][CH2:10][CH2:9]1.[C:21]([C:23]1[CH:24]=[C:25]([CH:31]=[CH:32][CH:33]=1)[O:26][CH2:27][C:28]([NH2:30])=O)#[CH:22].C1(C)C=CC=CC=1.[NH4+].[Cl-]. The catalyst is C1(C)C(C)=CC=CC=1.C([O-])(C)C.C([O-])(C)C.C([O-])(C)C.C([O-])(C)C.[Ti+4]. The product is [Cl:1][C:2]1[CH:3]=[C:4]([N:14]2[C:15](=[O:20])[CH:16]=[C:17]([CH3:18])[N:30]=[C:28]2[CH2:27][O:26][C:25]2[CH:31]=[CH:32][CH:33]=[C:23]([C:21]#[CH:22])[CH:24]=2)[CH:5]=[CH:6][C:7]=1[N:8]1[CH2:13][CH2:12][O:11][CH2:10][CH2:9]1. The yield is 0.500. (4) The reactants are [Cl-].O[NH3+:3].[C:4](=[O:7])([O-])[OH:5].[Na+].CS(C)=O.[CH3:13][C:14]1[CH:15]=[N:16][N:17]2[C:22]([CH2:23][CH2:24][CH3:25])=[C:21]([CH2:26][C:27]3[CH:32]=[CH:31][C:30]([C:33]4[C:34]([C:39]#[N:40])=[CH:35][CH:36]=[CH:37][CH:38]=4)=[CH:29][CH:28]=3)[C:20](=[O:41])[N:19]([CH:42]3[CH2:47][CH2:46][O:45][CH2:44][CH2:43]3)[C:18]=12. The catalyst is C(OCC)(=O)C. The product is [CH3:13][C:14]1[CH:15]=[N:16][N:17]2[C:22]([CH2:23][CH2:24][CH3:25])=[C:21]([CH2:26][C:27]3[CH:28]=[CH:29][C:30]([C:33]4[CH:38]=[CH:37][CH:36]=[CH:35][C:34]=4[C:39]4[NH:3][C:4](=[O:7])[O:5][N:40]=4)=[CH:31][CH:32]=3)[C:20](=[O:41])[N:19]([CH:42]3[CH2:47][CH2:46][O:45][CH2:44][CH2:43]3)[C:18]=12. The yield is 0.580. (5) The reactants are CON(C)[C:4]([C:6]1[C:11](=[O:12])[C:10]([CH3:13])=[CH:9][N:8]([C:14]2[CH:19]=[CH:18][CH:17]=[C:16]([C:20]([F:23])([F:22])[F:21])[CH:15]=2)[N:7]=1)=[O:5].[CH3:25][Mg]Br. The catalyst is C1COCC1. The product is [C:4]([C:6]1[C:11](=[O:12])[C:10]([CH3:13])=[CH:9][N:8]([C:14]2[CH:19]=[CH:18][CH:17]=[C:16]([C:20]([F:21])([F:22])[F:23])[CH:15]=2)[N:7]=1)(=[O:5])[CH3:25]. The yield is 0.980. (6) The reactants are Br[C:2]1[CH:3]=[N:4][C:5]([CH3:8])=[N:6][CH:7]=1.[CH3:9][Si:10]([C:13]#[CH:14])([CH3:12])[CH3:11]. The catalyst is CCN(CC)CC.C1COCC1.[Cu]I.Cl[Pd](Cl)([P](C1C=CC=CC=1)(C1C=CC=CC=1)C1C=CC=CC=1)[P](C1C=CC=CC=1)(C1C=CC=CC=1)C1C=CC=CC=1. The product is [CH3:8][C:5]1[N:4]=[CH:3][C:2]([C:14]#[C:13][Si:10]([CH3:12])([CH3:11])[CH3:9])=[CH:7][N:6]=1. The yield is 0.500.